This data is from Full USPTO retrosynthesis dataset with 1.9M reactions from patents (1976-2016). The task is: Predict the reactants needed to synthesize the given product. Given the product [F:43][C:23]1[CH:24]=[C:25]([NH:28][C:29](=[O:42])[CH2:30][C:31]([NH:33][C:34]2[CH:39]=[CH:38][CH:37]=[CH:36][C:35]=2[O:40][CH3:41])=[O:32])[CH:26]=[CH:27][C:22]=1[O:21][C:18]1[CH:17]=[CH:16][N:15]=[C:14]2[CH:13]=[C:12]([C:8]3[CH:9]=[CH:10][CH:11]=[C:6]([O:5][CH2:4][CH2:3][CH2:2][NH:1][C:49]([NH2:50])=[NH:44])[CH:7]=3)[S:20][C:19]=12, predict the reactants needed to synthesize it. The reactants are: [NH2:1][CH2:2][CH2:3][CH2:4][O:5][C:6]1[CH:7]=[C:8]([C:12]2[S:20][C:19]3[C:14](=[N:15][CH:16]=[CH:17][C:18]=3[O:21][C:22]3[CH:27]=[CH:26][C:25]([NH:28][C:29](=[O:42])[CH2:30][C:31]([NH:33][C:34]4[CH:39]=[CH:38][CH:37]=[CH:36][C:35]=4[O:40][CH3:41])=[O:32])=[CH:24][C:23]=3[F:43])[CH:13]=2)[CH:9]=[CH:10][CH:11]=1.[N:44]1([C:49](N)=[NH:50])C=CC=N1.CCN(C(C)C)C(C)C.